Dataset: Reaction yield outcomes from USPTO patents with 853,638 reactions. Task: Predict the reaction yield, written as a fraction of the theoretical maximum amount of product (1.0 means a 100% yield; for example, 0.34 means a 34% yield). (1) The reactants are [O:1]=[C:2]1[C:11]2[C:6](=[CH:7][CH:8]=[CH:9][C:10]=2[C:12]([F:15])([F:14])[F:13])[NH:5][CH:4]=[C:3]1[C:16]([O:18]CC)=[O:17].[OH-].[Na+]. The catalyst is [Pd]. The product is [O:1]=[C:2]1[C:11]2[C:6](=[CH:7][CH:8]=[CH:9][C:10]=2[C:12]([F:15])([F:13])[F:14])[NH:5][CH:4]=[C:3]1[C:16]([OH:18])=[O:17]. The yield is 0.920. (2) The reactants are [CH3:1][O:2][C:3]1[CH:8]=[CH:7][C:6]([SH:9])=[CH:5][CH:4]=1.Br[CH2:11][CH:12]([O:15][CH3:16])[O:13][CH3:14].CO.C[O-].[Na+]. No catalyst specified. The product is [CH3:14][O:13][CH:12]([O:15][CH3:16])[CH2:11][S:9][C:6]1[CH:7]=[CH:8][C:3]([O:2][CH3:1])=[CH:4][CH:5]=1. The yield is 0.930. (3) The reactants are [NH:1]1[CH:5]=[CH:4][N:3]=[CH:2]1.C([O-])([O-])=O.[K+].[K+].[I:12][C:13]1[CH:20]=[CH:19][C:16]([CH2:17]Br)=[CH:15][CH:14]=1.O. The yield is 0.450. The product is [I:12][C:13]1[CH:20]=[CH:19][C:16]([CH2:17][N:1]2[CH:5]=[CH:4][N:3]=[CH:2]2)=[CH:15][CH:14]=1. The catalyst is CN(C=O)C. (4) The catalyst is CC1C=CC=CC=1[P](C1C=CC=CC=1C)([Pd](Cl)(Cl)[P](C1=C(C)C=CC=C1)(C1C=CC=CC=1C)C1C=CC=CC=1C)C1C=CC=CC=1C. The yield is 0.770. The product is [CH3:1][C:2]1[CH:7]=[CH:6][C:5]([S:8]([O:11][CH2:12][CH:13]2[CH2:17][C:16]3[CH:18]=[CH:19][CH:20]=[C:21]([C:25]4[CH:26]=[CH:27][S:23][CH:24]=4)[C:15]=3[O:14]2)(=[O:10])=[O:9])=[CH:4][CH:3]=1. The reactants are [CH3:1][C:2]1[CH:7]=[CH:6][C:5]([S:8]([O:11][CH2:12][CH:13]2[CH2:17][C:16]3[CH:18]=[CH:19][CH:20]=[C:21](Br)[C:15]=3[O:14]2)(=[O:10])=[O:9])=[CH:4][CH:3]=1.[S:23]1[CH:27]=[CH:26][C:25](B(O)O)=[CH:24]1.C(=O)([O-])[O-].[K+].[K+]. (5) The reactants are [Cl:1][C:2]1[C:3]([O:50][CH3:51])=[CH:4][CH:5]=[C:6]2[C:11]=1[N:10]=[C:9]([N:12]1[CH:16]=[CH:15][C:14]([C:17]([F:20])([F:19])[F:18])=[N:13]1)[CH:8]=[C:7]2[O:21][C@@H:22]1[CH2:26][N:25]([C:27]([NH:29][C@:30]2([C:35]([O:37]CC)=[O:36])[CH2:32][C@H:31]2[CH:33]=[CH2:34])=[O:28])[C@H:24]([C:40](=[O:49])[N:41]([CH2:43][CH2:44][CH2:45][CH2:46][CH:47]=[CH2:48])[CH3:42])[CH2:23]1.CCCC(C(O)=O)CCC=CCCCCCCCCCC. The product is [Cl:1][C:2]1[C:3]([O:50][CH3:51])=[CH:4][CH:5]=[C:6]2[C:11]=1[N:10]=[C:9]([N:12]1[CH:16]=[CH:15][C:14]([C:17]([F:19])([F:20])[F:18])=[N:13]1)[CH:8]=[C:7]2[O:21][C@@H:22]1[CH2:26][N:25]([C:27]([NH:29][C@:30]2([C:35]([OH:37])=[O:36])[CH2:32][C@H:31]2[CH:33]=[CH2:34])=[O:28])[C@H:24]([C:40](=[O:49])[N:41]([CH2:43][CH2:44][CH2:45][CH2:46][CH:47]=[CH2:48])[CH3:42])[CH2:23]1. The yield is 0.600. No catalyst specified. (6) The reactants are [F:1][C:2]1[CH:7]=[CH:6][C:5]([C:8]2[CH2:12][C:11]([C:14]([F:17])([F:16])[F:15])(O)[O:10][N:9]=2)=[CH:4][CH:3]=1.C1(C2CC(O)(C(F)(F)F)ON=2)C=CC=CC=1. No catalyst specified. The product is [F:1][C:2]1[CH:3]=[CH:4][C:5]([C:8]2[CH:12]=[C:11]([C:14]([F:16])([F:15])[F:17])[O:10][N:9]=2)=[CH:6][CH:7]=1. The yield is 0.980. (7) The reactants are [C:1]1([CH2:7][CH:8]=[O:9])[CH:6]=[CH:5][CH:4]=[CH:3][CH:2]=1.[CH:10]([O-])([O-])OC.[H][H]. The catalyst is [C].[Pd].O.C1(C)C=CC(S(O)(=O)=O)=CC=1.CO. The product is [CH3:10][O:9][CH2:8][CH2:7][C:1]1[CH:6]=[CH:5][CH:4]=[CH:3][CH:2]=1. The yield is 0.665.